The task is: Predict which catalyst facilitates the given reaction.. This data is from Catalyst prediction with 721,799 reactions and 888 catalyst types from USPTO. Reactant: F[C:2]1[CH:12]=[CH:11][C:5]([C:6]([O:8][CH2:9][CH3:10])=[O:7])=[CH:4][CH:3]=1.[NH:13]1[CH2:18][CH2:17][CH:16]([OH:19])[CH2:15][CH2:14]1.O. Product: [OH:19][CH:16]1[CH2:17][CH2:18][N:13]([C:2]2[CH:12]=[CH:11][C:5]([C:6]([O:8][CH2:9][CH3:10])=[O:7])=[CH:4][CH:3]=2)[CH2:14][CH2:15]1. The catalyst class is: 16.